This data is from Full USPTO retrosynthesis dataset with 1.9M reactions from patents (1976-2016). The task is: Predict the reactants needed to synthesize the given product. Given the product [N:1]1[S:2][N:3]=[C:4]2[C:9]([N:10]3[C:11]4[C:12](=[CH:15][CH:16]=[CH:17][N:18]=4)[CH:13]=[C:28]([CH2:27][CH2:26][CH2:25][C:22]4[CH:21]=[CH:20][N:19]=[CH:24][CH:23]=4)[C:29]3=[O:30])=[CH:8][CH:7]=[CH:6][C:5]=12, predict the reactants needed to synthesize it. The reactants are: [N:1]1[S:2][N:3]=[C:4]2[C:9]([NH:10][C:11]3[N:18]=[CH:17][CH:16]=[CH:15][C:12]=3[CH:13]=O)=[CH:8][CH:7]=[CH:6][C:5]=12.[N:19]1[CH:24]=[CH:23][C:22]([CH2:25][CH2:26][CH2:27][CH2:28][C:29](OCC)=[O:30])=[CH:21][CH:20]=1.[Li+].CC([N-]C(C)C)C.